Dataset: Reaction yield outcomes from USPTO patents with 853,638 reactions. Task: Predict the reaction yield, written as a fraction of the theoretical maximum amount of product (1.0 means a 100% yield; for example, 0.34 means a 34% yield). (1) The reactants are [NH2:1][C:2]1[CH:3]=[CH:4][C:5]2[O:10][C@:9]([CH:12]([O:15][CH3:16])[O:13][CH3:14])([CH3:11])[C@H:8]([OH:17])[C@@H:7]([N:18]3[C:22]4[CH:23]=[CH:24][CH:25]=[CH:26][C:21]=4[O:20][C:19]3=[S:27])[C:6]=2[CH:28]=1.[C:29](OC(=O)C)(=[O:31])[CH3:30].C(N(CC)CC)C.C([O-])(O)=O.[Na+]. The catalyst is ClCCl.CN(C)C1C=CN=CC=1. The product is [C:29]([NH:1][C:2]1[CH:3]=[CH:4][C:5]2[O:10][C@:9]([CH:12]([O:15][CH3:16])[O:13][CH3:14])([CH3:11])[C@H:8]([OH:17])[C@@H:7]([N:18]3[C:22]4[CH:23]=[CH:24][CH:25]=[CH:26][C:21]=4[O:20][C:19]3=[S:27])[C:6]=2[CH:28]=1)(=[O:31])[CH3:30]. The yield is 0.860. (2) The reactants are [NH2:1][C:2]1[CH:7]=[CH:6][CH:5]=[CH:4][CH:3]=1.C[Al](C)C.[O:12]=[C:13]1[CH:18]=[CH:17][N:16]([C:19]2[CH:24]=[CH:23][CH:22]=[C:21]([C:25]([F:28])([F:27])[F:26])[CH:20]=2)[N:15]=[C:14]1[C:29]([O:31]C)=O. The catalyst is C(Cl)Cl. The product is [O:12]=[C:13]1[CH:18]=[CH:17][N:16]([C:19]2[CH:24]=[CH:23][CH:22]=[C:21]([C:25]([F:26])([F:27])[F:28])[CH:20]=2)[N:15]=[C:14]1[C:29]([NH:1][C:2]1[CH:7]=[CH:6][CH:5]=[CH:4][CH:3]=1)=[O:31]. The yield is 0.300. (3) The catalyst is CC(O)C. The product is [CH2:1]([O:3][C:4]1[CH:5]=[CH:6][C:7]([CH2:10][CH2:11][CH2:12][C@@H:13]([C:14]([N:16]2[CH2:21][CH2:20][N:19]([C:22]3[CH:27]=[CH:26][C:25]([F:28])=[CH:24][CH:23]=3)[CH2:18][CH2:17]2)=[O:15])[C@H:29]([OH:33])[C:30]([NH:37][OH:38])=[O:31])=[CH:8][CH:9]=1)[CH3:2]. The reactants are [CH2:1]([O:3][C:4]1[CH:9]=[CH:8][C:7]([CH2:10][CH2:11][CH2:12][C@H:13]([C@@H:29]2[O:33]C(C)(C)[O:31][C:30]2=O)[C:14]([N:16]2[CH2:21][CH2:20][N:19]([C:22]3[CH:27]=[CH:26][C:25]([F:28])=[CH:24][CH:23]=3)[CH2:18][CH2:17]2)=[O:15])=[CH:6][CH:5]=1)[CH3:2].[NH2:37][OH:38].CC#N. The yield is 0.660. (4) The reactants are [NH:1](C(OC(C)(C)C)=O)[C@H:2]([C:15]([NH:17][C@H:18]([C:26]([OH:28])=[O:27])[CH2:19][CH2:20][CH2:21][NH:22][C:23](=[NH:25])[NH2:24])=[O:16])[CH2:3][C:4]1[CH:9]=[CH:8][C:7]([O:10]C(C)(C)C)=[CH:6][CH:5]=1.C(O)(C(F)(F)F)=O. The catalyst is C(Cl)Cl. The product is [NH2:1][C@H:2]([C:15]([NH:17][C@H:18]([C:26]([OH:28])=[O:27])[CH2:19][CH2:20][CH2:21][NH:22][C:23](=[NH:24])[NH2:25])=[O:16])[CH2:3][C:4]1[CH:5]=[CH:6][C:7]([OH:10])=[CH:8][CH:9]=1. The yield is 0.960. (5) The reactants are [C:1]([O:5][C:6](=[O:18])[NH:7][C@H:8]([C:10]1[CH:15]=[CH:14][CH:13]=[C:12]([CH:16]=O)[CH:11]=1)[CH3:9])([CH3:4])([CH3:3])[CH3:2].Cl.[NH2:20][OH:21]. The catalyst is C(O)C. The product is [C:1]([O:5][C:6](=[O:18])[NH:7][C@H:8]([C:10]1[CH:15]=[CH:14][CH:13]=[C:12]([CH:16]=[N:20][OH:21])[CH:11]=1)[CH3:9])([CH3:4])([CH3:3])[CH3:2]. The yield is 0.960. (6) The yield is 0.890. The catalyst is C(O)C.[Zn]. The product is [NH2:13][C:12]1[C:2]([NH2:1])=[N:3][CH:4]=[C:5]([CH:11]=1)[C:6]([O:8][CH2:9][CH3:10])=[O:7]. The reactants are [NH2:1][C:2]1[C:12]([N+:13]([O-])=O)=[CH:11][C:5]([C:6]([O:8][CH2:9][CH3:10])=[O:7])=[CH:4][N:3]=1.[Cl-].[Ca+2].[Cl-].